Dataset: Forward reaction prediction with 1.9M reactions from USPTO patents (1976-2016). Task: Predict the product of the given reaction. (1) Given the reactants [NH:1]1[CH2:6][CH2:5][NH:4][CH2:3][CH2:2]1.Br[C:8]1[CH:13]=[C:12]([CH3:14])[CH:11]=[CH:10][C:9]=1[CH:15]([CH3:17])[CH3:16], predict the reaction product. The product is: [CH:15]([C:9]1[CH:10]=[CH:11][C:12]([CH3:14])=[CH:13][C:8]=1[N:1]1[CH2:6][CH2:5][NH:4][CH2:3][CH2:2]1)([CH3:17])[CH3:16]. (2) Given the reactants [N:1]1([C:7]2[CH:12]=[CH:11][NH:10][C:9](=[S:13])[C:8]=2[C:14]#[N:15])[CH2:6][CH2:5][S:4][CH2:3][CH2:2]1.[OH-].[Na+].Cl[CH2:19][C:20]([NH2:22])=[O:21].O, predict the reaction product. The product is: [NH2:15][C:14]1[C:8]2[C:9](=[N:10][CH:11]=[CH:12][C:7]=2[N:1]2[CH2:2][CH2:3][S:4][CH2:5][CH2:6]2)[S:13][C:19]=1[C:20]([NH2:22])=[O:21]. (3) Given the reactants [Si:1]([O:8][C@H:9]([C:31]1[CH:40]=[CH:39][C:38]([OH:41])=[C:37]2[C:32]=1[CH:33]=[CH:34][C:35](=[O:42])[NH:36]2)[CH2:10][N:11]([CH3:30])CCCC#CC1C=CC(NC(=O)C(F)(F)F)=CC=1)([C:4]([CH3:7])([CH3:6])[CH3:5])([CH3:3])[CH3:2].BrC[CH2:45][CH2:46][CH2:47][CH2:48][CH2:49][O:50][CH2:51][CH2:52][CH2:53][CH2:54][C:55]1[CH:60]=[CH:59][C:58]([N+:61]([O-:63])=[O:62])=[CH:57][CH:56]=1, predict the reaction product. The product is: [OH:41][C:38]1[CH:39]=[CH:40][C:31]([C@H:9]([CH2:10][NH:11][CH2:30][CH2:45][CH2:46][CH2:47][CH2:48][CH2:49][O:50][CH2:51][CH2:52][CH2:53][CH2:54][C:55]2[CH:60]=[CH:59][C:58]([N+:61]([O-:63])=[O:62])=[CH:57][CH:56]=2)[O:8][Si:1]([CH3:3])([CH3:2])[C:4]([CH3:6])([CH3:7])[CH3:5])=[C:32]2[C:37]=1[NH:36][C:35](=[O:42])[CH:34]=[CH:33]2.